Predict the product of the given reaction. From a dataset of Forward reaction prediction with 1.9M reactions from USPTO patents (1976-2016). (1) The product is: [C:16]([O:20][C:21]([N:23]1[CH2:28][CH2:27][CH:26]([N:29]([CH:30]2[CH2:31][CH2:32]2)[C:11](=[O:13])[C:10]2[CH:9]=[CH:8][C:7]([C:6]3[O:5][CH:4]=[N:3][C:2]=3[CH3:1])=[CH:15][CH:14]=2)[CH2:25][CH2:24]1)=[O:22])([CH3:19])([CH3:17])[CH3:18]. Given the reactants [CH3:1][C:2]1[N:3]=[CH:4][O:5][C:6]=1[C:7]1[CH:15]=[CH:14][C:10]([C:11]([OH:13])=O)=[CH:9][CH:8]=1.[C:16]([O:20][C:21]([N:23]1[CH2:28][CH2:27][CH:26]([NH:29][CH:30]2[CH2:32][CH2:31]2)[CH2:25][CH2:24]1)=[O:22])([CH3:19])([CH3:18])[CH3:17], predict the reaction product. (2) Given the reactants [Cl:1][C:2]1[S:3][CH:4]=[CH:5][C:6]=1[O:7][CH:8]1[CH2:12][CH2:11][CH2:10][CH2:9]1.C([Li])CCC.[N+:18]([C:21]1[CH:28]=[CH:27][C:24]([CH:25]=[O:26])=[CH:23][CH:22]=1)([O-:20])=[O:19].[Cl-].[NH4+], predict the reaction product. The product is: [Cl:1][C:2]1[S:3][C:4]([C:21]2([N+:18]([O-:20])=[O:19])[CH:22]=[CH:23][C:24]([CH2:25][OH:26])=[CH:27][CH2:28]2)=[CH:5][C:6]=1[O:7][CH:8]1[CH2:12][CH2:11][CH2:10][CH2:9]1. (3) Given the reactants [F:1][C:2]([F:39])([F:38])[C:3]1[CH:37]=[CH:36][C:6]([CH2:7][N:8]2[C:16]3[C:11](=[CH:12][C:13]([O:17][CH2:18][C:19](O)=[O:20])=[CH:14][CH:15]=3)[C:10]([CH:22]=[N:23][O:24][CH2:25][C:26]3[CH:31]=[CH:30][C:29]([C:32]([F:35])([F:34])[F:33])=[CH:28][CH:27]=3)=[CH:9]2)=[CH:5][CH:4]=1.Cl.[O:41]1[CH2:46][CH2:45][CH:44]([CH2:47][NH2:48])[CH2:43][CH2:42]1.C1C=CC2N(O)N=NC=2C=1.CCN=C=NCCCN(C)C.Cl.C(N1CCOCC1)C, predict the reaction product. The product is: [O:41]1[CH2:46][CH2:45][CH:44]([CH2:47][NH:48][C:19](=[O:20])[CH2:18][O:17][C:13]2[CH:12]=[C:11]3[C:16](=[CH:15][CH:14]=2)[N:8]([CH2:7][C:6]2[CH:36]=[CH:37][C:3]([C:2]([F:38])([F:39])[F:1])=[CH:4][CH:5]=2)[CH:9]=[C:10]3[CH:22]=[N:23][O:24][CH2:25][C:26]2[CH:31]=[CH:30][C:29]([C:32]([F:35])([F:33])[F:34])=[CH:28][CH:27]=2)[CH2:43][CH2:42]1. (4) Given the reactants C(=O)C1C=CC=CC=1.CC(OCC1C2C(=CC=CC=2)C(COC(C)=O)=C2C=1C=CC=C2)=O.BrC1C=CC(C=N[NH:40][C:41](=[N:43][C:44]2[C:49]([CH3:50])=[CH:48][CH:47]=[CH:46][C:45]=2[CH3:51])N)=CC=1.CC1C=CC=C(C)C=1N[C:63](N)=[S:64], predict the reaction product. The product is: [CH3:51][C:45]1[CH:46]=[CH:47][CH:48]=[C:49]([CH3:50])[C:44]=1[N:43]=[C:41]([S:64][CH3:63])[NH2:40].